This data is from Forward reaction prediction with 1.9M reactions from USPTO patents (1976-2016). The task is: Predict the product of the given reaction. (1) Given the reactants [CH3:1][NH:2][CH:3]1[CH2:8][CH2:7][C:6]([C:9]2[C:17]3[C:12](=[CH:13][CH:14]=[C:15]([N+:18]([O-:20])=[O:19])[CH:16]=3)[NH:11][CH:10]=2)=[CH:5][CH2:4]1.CCN(CC)CC.[CH3:28][C:29]([O:32][C:33](O[C:33]([O:32][C:29]([CH3:31])([CH3:30])[CH3:28])=[O:34])=[O:34])([CH3:31])[CH3:30], predict the reaction product. The product is: [CH3:1][N:2]([CH:3]1[CH2:8][CH2:7][C:6]([C:9]2[C:17]3[C:12](=[CH:13][CH:14]=[C:15]([N+:18]([O-:20])=[O:19])[CH:16]=3)[NH:11][CH:10]=2)=[CH:5][CH2:4]1)[C:33](=[O:34])[O:32][C:29]([CH3:31])([CH3:30])[CH3:28]. (2) Given the reactants CC(C)([O-])C.[Na+].C1C=CC(P(C2C(C3C(P(C4C=CC=CC=4)C4C=CC=CC=4)=CC=C4C=3C=CC=C4)=C3C(C=CC=C3)=CC=2)C2C=CC=CC=2)=CC=1.Cl[C:54]1[CH:55]=[CH:56][CH:57]=[C:58]2[C:63]=1[N:62]=[CH:61][N:60]([C:64]1[CH:65]=[C:66]([NH:71][C:72](=[O:84])[C:73]3[CH:78]=[CH:77][CH:76]=[C:75]([C:79]([C:82]#[N:83])([CH3:81])[CH3:80])[CH:74]=3)[CH:67]=[CH:68][C:69]=1[CH3:70])[C:59]2=[O:85].[NH2:86][CH2:87][C:88]([NH:90][CH3:91])=[O:89].Cl, predict the reaction product. The product is: [C:82]([C:79]([C:75]1[CH:74]=[C:73]([CH:78]=[CH:77][CH:76]=1)[C:72]([NH:71][C:66]1[CH:67]=[CH:68][C:69]([CH3:70])=[C:64]([N:60]2[C:59](=[O:85])[C:58]3[C:63](=[C:54]([NH:86][CH2:87][C:88](=[O:89])[NH:90][CH3:91])[CH:55]=[CH:56][CH:57]=3)[N:62]=[CH:61]2)[CH:65]=1)=[O:84])([CH3:80])[CH3:81])#[N:83]. (3) Given the reactants [CH3:1][C:2]([C:18]1[CH:23]=[CH:22][CH:21]=[CH:20][CH:19]=1)([CH3:17])[CH2:3][NH:4][C:5](=O)[C:6]1[CH:11]=[CH:10][C:9]([C:12]([F:15])([F:14])[F:13])=[CH:8][CH:7]=1.O=P12OP3(OP(OP(O3)(O1)=O)(=O)O2)=O.P(Cl)(Cl)(Cl)=O.[OH-].[Na+], predict the reaction product. The product is: [CH3:1][C:2]1([CH3:17])[C:18]2[C:23](=[CH:22][CH:21]=[CH:20][CH:19]=2)[C:5]([C:6]2[CH:11]=[CH:10][C:9]([C:12]([F:15])([F:14])[F:13])=[CH:8][CH:7]=2)=[N:4][CH2:3]1. (4) Given the reactants [OH:1][C:2]([CH3:39])([CH3:38])[CH2:3][O:4][C:5]1[N:10]=[CH:9][C:8]([C:11]2[CH:12]=[C:13]([CH:31]=[CH:32][CH:33]=2)[CH2:14][O:15][C:16]2[N:21]=[CH:20][C:19]3[C@@H:22]4[C@@H:25]([C:26]([O:28]CC)=[O:27])[C@@H:23]4[CH2:24][C:18]=3[CH:17]=2)=[C:7]([C:34]([F:37])([F:36])[F:35])[CH:6]=1.O[Li].O.Cl, predict the reaction product. The product is: [OH:1][C:2]([CH3:39])([CH3:38])[CH2:3][O:4][C:5]1[N:10]=[CH:9][C:8]([C:11]2[CH:12]=[C:13]([CH:31]=[CH:32][CH:33]=2)[CH2:14][O:15][C:16]2[N:21]=[CH:20][C:19]3[C@@H:22]4[C@@H:25]([C:26]([OH:28])=[O:27])[C@@H:23]4[CH2:24][C:18]=3[CH:17]=2)=[C:7]([C:34]([F:36])([F:37])[F:35])[CH:6]=1. (5) Given the reactants [C:9](O[C:9]([O:11][C:12]([CH3:15])([CH3:14])[CH3:13])=[O:10])([O:11][C:12]([CH3:15])([CH3:14])[CH3:13])=[O:10].C(N(C(C)C)CC)(C)C.[CH3:25][C:26]1[C:37]([C:38]([F:41])([F:40])[F:39])=[CH:36][C:29]2[NH:30][CH2:31][CH2:32][CH2:33][C:34](=[O:35])[C:28]=2[CH:27]=1, predict the reaction product. The product is: [CH3:25][C:26]1[C:37]([C:38]([F:41])([F:39])[F:40])=[CH:36][C:29]2[N:30]([C:9]([O:11][C:12]([CH3:13])([CH3:14])[CH3:15])=[O:10])[CH2:31][CH2:32][CH2:33][C:34](=[O:35])[C:28]=2[CH:27]=1.